This data is from Forward reaction prediction with 1.9M reactions from USPTO patents (1976-2016). The task is: Predict the product of the given reaction. (1) Given the reactants Br[C:2]1[C:3]([N:9]2[C:13]([CH3:14])=[CH:12][C:11]([C:15]([F:18])([F:17])[F:16])=[N:10]2)=[N:4][C:5]([Cl:8])=[N:6][CH:7]=1.[CH3:19][O:20][C:21]([C:23]1[C:24]([O:38][CH3:39])=[N:25][CH:26]=[C:27](B2OC(C)(C)C(C)(C)O2)[CH:28]=1)=[O:22].C(=O)([O-])[O-].[Na+].[Na+].O, predict the reaction product. The product is: [CH3:19][O:20][C:21]([C:23]1[C:24]([O:38][CH3:39])=[N:25][CH:26]=[C:27]([C:2]2[C:3]([N:9]3[C:13]([CH3:14])=[CH:12][C:11]([C:15]([F:18])([F:17])[F:16])=[N:10]3)=[N:4][C:5]([Cl:8])=[N:6][CH:7]=2)[CH:28]=1)=[O:22]. (2) Given the reactants [C:1]1([Mg]Br)[CH:6]=[CH:5][CH:4]=[CH:3][CH:2]=1.CCOCC.[C:14]1(=O)[CH2:18][CH2:17][CH2:16][CH2:15]1.C1(C([O-])=O)SC=CC=1.Cl, predict the reaction product. The product is: [C:14]1([C:1]2[CH:6]=[CH:5][CH:4]=[CH:3][CH:2]=2)[CH2:18][CH2:17][CH2:16][CH:15]=1.